This data is from Full USPTO retrosynthesis dataset with 1.9M reactions from patents (1976-2016). The task is: Predict the reactants needed to synthesize the given product. (1) Given the product [F:1][C:2]1([F:22])[CH2:6][C@H:5](/[CH:7]=[CH:29]/[CH:30]([OH:38])[CH:31]([CH3:37])[CH2:32][C:33]#[C:34][CH2:35][CH3:36])[N:4]([CH2:9][CH2:10][C:11]2[CH:20]=[CH:19][C:14]([C:15]([O:17][CH3:18])=[O:16])=[CH:13][CH:12]=2)[C:3]1=[O:21], predict the reactants needed to synthesize it. The reactants are: [F:1][C:2]1([F:22])[CH2:6][C@H:5]([CH:7]=O)[N:4]([CH2:9][CH2:10][C:11]2[CH:20]=[CH:19][C:14]([C:15]([O:17][CH3:18])=[O:16])=[CH:13][CH:12]=2)[C:3]1=[O:21].COP([CH2:29][C:30](=[O:38])[CH:31]([CH3:37])[CH2:32][C:33]#[C:34][CH2:35][CH3:36])(=O)OC. (2) Given the product [F:12][CH:13]([F:22])[O:14][C:15]1[CH:16]=[C:17]([CH:18]=[CH:19][CH:20]=1)[O:21][C:4]1[CH:11]=[CH:10][CH:9]=[CH:8][C:5]=1[C:6]#[N:7], predict the reactants needed to synthesize it. The reactants are: [F-].[K+].F[C:4]1[CH:11]=[CH:10][CH:9]=[CH:8][C:5]=1[C:6]#[N:7].[F:12][C:13](F)([F:22])[O:14][C:15]1[CH:16]=[C:17]([OH:21])[CH:18]=[CH:19][CH:20]=1.C1OCCOCCOCCOCCOCCOC1. (3) Given the product [C:1]([O:5][C:6]([N:8]1[CH2:13][CH2:12][CH:11]([N:14]([CH3:23])[C:15]2([CH:18]3[CH2:22][CH2:21][N:20]([C:34]4[C:35]([O:37][CH3:38])=[C:36]5[C:31]([C:30](=[O:41])[C:29]([C:42]([OH:44])=[O:43])=[CH:28][N:27]5[CH:24]5[CH2:26][CH2:25]5)=[CH:32][C:33]=4[F:40])[CH2:19]3)[CH2:16][CH2:17]2)[CH2:10][CH2:9]1)=[O:7])([CH3:4])([CH3:3])[CH3:2], predict the reactants needed to synthesize it. The reactants are: [C:1]([O:5][C:6]([N:8]1[CH2:13][CH2:12][CH:11]([N:14]([CH3:23])[C:15]2([CH:18]3[CH2:22][CH2:21][NH:20][CH2:19]3)[CH2:17][CH2:16]2)[CH2:10][CH2:9]1)=[O:7])([CH3:4])([CH3:3])[CH3:2].[CH:24]1([N:27]2[C:36]3[C:31](=[CH:32][C:33]([F:40])=[C:34](F)[C:35]=3[O:37][CH3:38])[C:30](=[O:41])[C:29]([C:42]([OH:44])=[O:43])=[CH:28]2)[CH2:26][CH2:25]1.C1CCN2C(=NCCC2)CC1. (4) Given the product [OH:32][C:24]1[C:25]2[CH:31]=[CH:30][N:29]=[CH:28][C:26]=2[N:27]=[C:22]([O:1][C:2]2[CH:7]=[CH:6][N:5]=[C:4]([N:8]3[CH2:13][CH2:12][N:11]([C:14]([O:16][C:17]([CH3:20])([CH3:19])[CH3:18])=[O:15])[CH2:10][CH2:9]3)[CH:3]=2)[N:23]=1, predict the reactants needed to synthesize it. The reactants are: [OH:1][C:2]1[CH:7]=[CH:6][N:5]=[C:4]([N:8]2[CH2:13][CH2:12][N:11]([C:14]([O:16][C:17]([CH3:20])([CH3:19])[CH3:18])=[O:15])[CH2:10][CH2:9]2)[CH:3]=1.Cl[C:22]1[N:23]=[C:24]([OH:32])[C:25]2[CH:31]=[CH:30][N:29]=[CH:28][C:26]=2[N:27]=1. (5) Given the product [CH2:1]([C:5]1[NH:9][N:8]=[C:7]([C:10]([OH:12])=[O:11])[C:6]=1[N+:18]([O-:20])=[O:19])[CH2:2][CH2:3][CH3:4], predict the reactants needed to synthesize it. The reactants are: [CH2:1]([C:5]1[NH:9][N:8]=[C:7]([C:10]([OH:12])=[O:11])[CH:6]=1)[CH2:2][CH2:3][CH3:4].S(=O)(=O)(O)O.[N+:18]([O-])([OH:20])=[O:19].